This data is from Reaction yield outcomes from USPTO patents with 853,638 reactions. The task is: Predict the reaction yield, written as a fraction of the theoretical maximum amount of product (1.0 means a 100% yield; for example, 0.34 means a 34% yield). (1) The reactants are [CH2:1]([N:8]1[CH2:13][CH2:12][NH:11][CH2:10][CH2:9]1)[C:2]1[CH:7]=[CH:6][CH:5]=[CH:4][CH:3]=1.Cl.Cl[CH:16]([C:21]1[C:22](=[O:30])[C:23]([OH:29])=[C:24]([CH2:27][CH3:28])[NH:25][CH:26]=1)[C:17]([F:20])([F:19])[F:18]. The catalyst is CC#N. The product is [CH2:1]([N:8]1[CH2:13][CH2:12][N:11]([CH:16]([C:21]2[C:22](=[O:30])[C:23]([OH:29])=[C:24]([CH2:27][CH3:28])[NH:25][CH:26]=2)[C:17]([F:18])([F:20])[F:19])[CH2:10][CH2:9]1)[C:2]1[CH:3]=[CH:4][CH:5]=[CH:6][CH:7]=1. The yield is 0.520. (2) The reactants are [Cl:1][C:2]1[CH:3]=[C:4]([C:10]2[N:11]=[C:12]3[C:17](=[CH:18][CH:19]=2)[N:16]=[CH:15][C:14]([C:20](=[O:23])[CH2:21][CH3:22])=[C:13]3[NH:24][C:25]2[CH:26]=[CH:27][C:28]([N:31]3[CH2:36][CH2:35][CH2:34][C@H:33]([NH:37]C(=O)OC(C)(C)C)[CH2:32]3)=[N:29][CH:30]=2)[CH:5]=[C:6]([Cl:9])[C:7]=1[OH:8].C(O)(C(F)(F)F)=O. No catalyst specified. The product is [ClH:1].[ClH:1].[ClH:1].[NH2:37][C@H:33]1[CH2:34][CH2:35][CH2:36][N:31]([C:28]2[N:29]=[CH:30][C:25]([NH:24][C:13]3[C:12]4[C:17](=[CH:18][CH:19]=[C:10]([C:4]5[CH:3]=[C:2]([Cl:1])[C:7]([OH:8])=[C:6]([Cl:9])[CH:5]=5)[N:11]=4)[N:16]=[CH:15][C:14]=3[C:20](=[O:23])[CH2:21][CH3:22])=[CH:26][CH:27]=2)[CH2:32]1. The yield is 0.620. (3) The reactants are [CH:1]([O-:3])=O.[Na+].C(O)=O.[CH3:8][C@H:9]1[CH2:18][NH:17][C:16]2[C:11](=[CH:12][CH:13]=[C:14]([C:19]3[CH:24]=[CH:23][C:22]([S:25]([CH3:28])(=[O:27])=[O:26])=[CH:21][CH:20]=3)[CH:15]=2)[N:10]1[C:29](=[O:31])[CH3:30]. No catalyst specified. The product is [C:29]([N:10]1[C:11]2[C:16](=[CH:15][C:14]([C:19]3[CH:24]=[CH:23][C:22]([S:25]([CH3:28])(=[O:26])=[O:27])=[CH:21][CH:20]=3)=[CH:13][CH:12]=2)[N:17]([CH:1]=[O:3])[CH2:18][C@@H:9]1[CH3:8])(=[O:31])[CH3:30]. The yield is 0.460. (4) The reactants are [CH:1]12[CH2:10][CH:5]3[CH2:6][CH:7]([CH2:9][CH:3]([CH2:4]3)[CH:2]1[O:11][CH2:12][C:13]1[C:25](Cl)=[CH:24][C:16]([C:17]([NH:19][S:20]([CH3:23])(=[O:22])=[O:21])=[O:18])=[C:15]([F:27])[CH:14]=1)[CH2:8]2.[CH:28]1(B(O)O)[CH2:30][CH2:29]1.P([O-])([O-])([O-])=O.[K+].[K+].[K+].F[B-](F)(F)F.C1(P(C2CCCCC2)C2CCCCC2)CCCCC1.Cl. The catalyst is C1(C)C=CC=CC=1.O.C([O-])(=O)C.[Pd+2].C([O-])(=O)C. The product is [CH:1]12[CH2:10][CH:5]3[CH2:6][CH:7]([CH2:9][CH:3]([CH2:4]3)[CH:2]1[O:11][CH2:12][C:13]1[C:25]([CH:28]3[CH2:30][CH2:29]3)=[CH:24][C:16]([C:17]([NH:19][S:20]([CH3:23])(=[O:22])=[O:21])=[O:18])=[C:15]([F:27])[CH:14]=1)[CH2:8]2. The yield is 0.620. (5) The reactants are [F:1][C:2]1[CH:29]=[CH:28][C:5]([C:6]([NH:8][C:9]2[C:10]([CH3:27])=[C:11]([CH3:26])[C:12]3[O:16][C:15]([CH3:17])=[C:14]([C:18]4[CH:23]=[CH:22][CH:21]=[CH:20][CH:19]=4)[C:13]=3[C:24]=2[CH3:25])=O)=[CH:4][CH:3]=1. The catalyst is CO. The product is [F:1][C:2]1[CH:3]=[CH:4][C:5]([CH2:6][NH:8][C:9]2[C:10]([CH3:27])=[C:11]([CH3:26])[C:12]3[O:16][C:15]([CH3:17])=[C:14]([C:18]4[CH:23]=[CH:22][CH:21]=[CH:20][CH:19]=4)[C:13]=3[C:24]=2[CH3:25])=[CH:28][CH:29]=1. The yield is 0.560. (6) The reactants are [C:1]([O:5][C:6](=[O:20])[N:7]([CH:17]1[CH2:19][CH2:18]1)[CH2:8][C:9]1[CH:14]=[CH:13][C:12]([C:15]#[CH:16])=[CH:11][CH:10]=1)([CH3:4])([CH3:3])[CH3:2].Br[C:22](Br)=[CH:23][C:24]1[CH:33]=[CH:32][C:27]([C:28]([O:30][CH3:31])=[O:29])=[CH:26][CH:25]=1. No catalyst specified. The product is [CH3:31][O:30][C:28](=[O:29])[C:27]1[CH:32]=[CH:33][C:24]([C:23]#[C:22][C:16]#[C:15][C:12]2[CH:11]=[CH:10][C:9]([CH2:8][N:7]([C:6]([O:5][C:1]([CH3:4])([CH3:2])[CH3:3])=[O:20])[CH:17]3[CH2:19][CH2:18]3)=[CH:14][CH:13]=2)=[CH:25][CH:26]=1. The yield is 0.360. (7) The yield is 0.900. The reactants are [ClH:1].Cl.[NH2:3][CH:4]1[CH2:9][CH2:8][N:7]([CH2:10][C@H:11]2[N:21]3[C:22]4[N:13]([C:14](=[O:24])[CH:15]=[N:16][C:17]=4[CH:18]=[CH:19][C:20]3=[O:23])[CH2:12]2)[CH2:6][CH2:5]1.C(N(CC)CC)C.[S:32]1[C:41]2[CH:40]=[C:39]([CH:42]=O)[N:38]=[CH:37][C:36]=2[O:35][CH2:34][CH2:33]1.C(O[BH-](OC(=O)C)OC(=O)C)(=O)C.[Na+].C([O-])(O)=O.[Na+]. The catalyst is C(Cl)(Cl)Cl.CO.ClCCl.CO. The product is [ClH:1].[S:32]1[C:41]2[CH:40]=[C:39]([CH2:42][NH:3][CH:4]3[CH2:9][CH2:8][N:7]([CH2:10][C@H:11]4[N:21]5[C:22]6[N:13]([C:14](=[O:24])[CH:15]=[N:16][C:17]=6[CH:18]=[CH:19][C:20]5=[O:23])[CH2:12]4)[CH2:6][CH2:5]3)[N:38]=[CH:37][C:36]=2[O:35][CH2:34][CH2:33]1. (8) The reactants are [Cl:1][C:2]1[C:7]([CH:8]=[O:9])=[CH:6][CH:5]=[C:4]([NH:10][CH2:11][C:12]2[CH:17]=[CH:16][C:15]([Cl:18])=[CH:14][CH:13]=2)[N:3]=1.[C:19]([O:23][C:24](O[C:24]([O:23][C:19]([CH3:22])([CH3:21])[CH3:20])=[O:25])=[O:25])([CH3:22])([CH3:21])[CH3:20].C(N(CC)CC)C. The catalyst is ClCCl.CN(C)C1C=CN=CC=1. The product is [C:19]([O:23][C:24](=[O:25])[N:10]([CH2:11][C:12]1[CH:17]=[CH:16][C:15]([Cl:18])=[CH:14][CH:13]=1)[C:4]1[CH:5]=[CH:6][C:7]([CH:8]=[O:9])=[C:2]([Cl:1])[N:3]=1)([CH3:22])([CH3:21])[CH3:20]. The yield is 0.830. (9) The reactants are [C:1]([O:4][CH2:5][C:6]1[C:14]([CH2:15][C@@H:16]([CH2:22][C:23]([O:25][CH2:26][CH3:27])=[O:24])[C:17]([O:19][CH2:20][CH3:21])=[O:18])=[CH:13][C:12]([Br:28])=[C:11]2[C:7]=1[CH:8]=[N:9][NH:10]2)(=[O:3])[CH3:2].[Br:29]N1C(=O)CCC1=O. The catalyst is ClCCl. The product is [C:1]([O:4][CH2:5][C:6]1[C:14]([CH2:15][C@@H:16]([CH2:22][C:23]([O:25][CH2:26][CH3:27])=[O:24])[C:17]([O:19][CH2:20][CH3:21])=[O:18])=[CH:13][C:12]([Br:28])=[C:11]2[C:7]=1[C:8]([Br:29])=[N:9][NH:10]2)(=[O:3])[CH3:2]. The yield is 0.840. (10) The reactants are [Cl:1][C:2]1[CH:3]=[CH:4][C:5]([NH:9]C(=O)C(C)(C)C)=[N:6][C:7]=1[Cl:8].Cl.O.CCO. The catalyst is C(OCC)(=O)C.CCCCCC. The product is [Cl:1][C:2]1[CH:3]=[CH:4][C:5]([NH2:9])=[N:6][C:7]=1[Cl:8]. The yield is 0.930.